This data is from Forward reaction prediction with 1.9M reactions from USPTO patents (1976-2016). The task is: Predict the product of the given reaction. Given the reactants [CH:1]([C:4]1[CH:5]=[C:6]([CH:15]=[CH:16][CH:17]=1)[CH2:7][C@H:8]1[CH2:12][NH:11][CH2:10][C@@H:9]1[C:13]#[N:14])([CH3:3])[CH3:2].C(N(CC)CC)C.[O:25](C(OC(C)(C)C)=O)[C:26]([O:28][C:29]([CH3:32])([CH3:31])[CH3:30])=O, predict the reaction product. The product is: [C:29]([O:28][C:26]([N:11]1[CH2:12][C@H:8]([CH2:7][C:6]2[CH:15]=[CH:16][CH:17]=[C:4]([CH:1]([CH3:3])[CH3:2])[CH:5]=2)[C@@H:9]([C:13]#[N:14])[CH2:10]1)=[O:25])([CH3:32])([CH3:31])[CH3:30].